This data is from CYP2D6 inhibition data for predicting drug metabolism from PubChem BioAssay. The task is: Regression/Classification. Given a drug SMILES string, predict its absorption, distribution, metabolism, or excretion properties. Task type varies by dataset: regression for continuous measurements (e.g., permeability, clearance, half-life) or binary classification for categorical outcomes (e.g., BBB penetration, CYP inhibition). Dataset: cyp2d6_veith. (1) The result is 0 (non-inhibitor). The drug is CC(C)C(O)(C(C)C)C(C)C. (2) The compound is Clc1ccccc1OCCCCN1CCCC1. The result is 1 (inhibitor). (3) The drug is COC(=O)[C@H](N)CCCN=C(N)N[N+](=O)[O-]. The result is 0 (non-inhibitor). (4) The compound is COc1ccc(-n2c(=O)c(C)nc3cnc(OC)nc32)cc1. The result is 0 (non-inhibitor). (5) The drug is Cl.Fc1ccc(CCNCc2ccc(Cl)c(Cl)c2)cc1. The result is 1 (inhibitor). (6) The compound is CCNc1ncc2nc(-c3ccc(OC)cc3)c(=O)n(C)c2n1. The result is 0 (non-inhibitor). (7) The result is 0 (non-inhibitor). The compound is Cc1cc(Cl)ccc1OCC(=O)N/N=C1\CCCc2ccccc21.